This data is from NCI-60 drug combinations with 297,098 pairs across 59 cell lines. The task is: Regression. Given two drug SMILES strings and cell line genomic features, predict the synergy score measuring deviation from expected non-interaction effect. (1) Drug 1: CC1=C(C(=CC=C1)Cl)NC(=O)C2=CN=C(S2)NC3=CC(=NC(=N3)C)N4CCN(CC4)CCO. Drug 2: CC1=C(N=C(N=C1N)C(CC(=O)N)NCC(C(=O)N)N)C(=O)NC(C(C2=CN=CN2)OC3C(C(C(C(O3)CO)O)O)OC4C(C(C(C(O4)CO)O)OC(=O)N)O)C(=O)NC(C)C(C(C)C(=O)NC(C(C)O)C(=O)NCCC5=NC(=CS5)C6=NC(=CS6)C(=O)NCCC[S+](C)C)O. Cell line: HCC-2998. Synergy scores: CSS=17.7, Synergy_ZIP=-1.95, Synergy_Bliss=-3.09, Synergy_Loewe=-2.10, Synergy_HSA=-1.97. (2) Drug 1: C1=CC(=CC=C1C#N)C(C2=CC=C(C=C2)C#N)N3C=NC=N3. Drug 2: C1CN1P(=S)(N2CC2)N3CC3. Cell line: MOLT-4. Synergy scores: CSS=67.6, Synergy_ZIP=10.9, Synergy_Bliss=11.0, Synergy_Loewe=6.07, Synergy_HSA=10.5. (3) Drug 1: CC1=C2C(C(=O)C3(C(CC4C(C3C(C(C2(C)C)(CC1OC(=O)C(C(C5=CC=CC=C5)NC(=O)OC(C)(C)C)O)O)OC(=O)C6=CC=CC=C6)(CO4)OC(=O)C)O)C)O. Drug 2: CNC(=O)C1=NC=CC(=C1)OC2=CC=C(C=C2)NC(=O)NC3=CC(=C(C=C3)Cl)C(F)(F)F. Cell line: LOX IMVI. Synergy scores: CSS=29.6, Synergy_ZIP=16.8, Synergy_Bliss=23.1, Synergy_Loewe=20.4, Synergy_HSA=22.1. (4) Drug 1: CCC1(CC2CC(C3=C(CCN(C2)C1)C4=CC=CC=C4N3)(C5=C(C=C6C(=C5)C78CCN9C7C(C=CC9)(C(C(C8N6C=O)(C(=O)OC)O)OC(=O)C)CC)OC)C(=O)OC)O.OS(=O)(=O)O. Drug 2: COCCOC1=C(C=C2C(=C1)C(=NC=N2)NC3=CC=CC(=C3)C#C)OCCOC.Cl. Cell line: SN12C. Synergy scores: CSS=6.61, Synergy_ZIP=-4.66, Synergy_Bliss=-1.78, Synergy_Loewe=0.964, Synergy_HSA=1.39.